Dataset: Reaction yield outcomes from USPTO patents with 853,638 reactions. Task: Predict the reaction yield, written as a fraction of the theoretical maximum amount of product (1.0 means a 100% yield; for example, 0.34 means a 34% yield). (1) The yield is 0.740. The catalyst is C(O)C. The reactants are [F:1][C:2]1[CH:15]=[CH:14][CH:13]=[CH:12][C:3]=1[CH2:4][C:5]1[S:9][C:8]([CH:10]=[O:11])=[CH:7][CH:6]=1.[BH4-].[Na+].O. The product is [F:1][C:2]1[CH:15]=[CH:14][CH:13]=[CH:12][C:3]=1[CH2:4][C:5]1[S:9][C:8]([CH2:10][OH:11])=[CH:7][CH:6]=1. (2) The reactants are C([O:3][C:4](=[O:36])[CH2:5][CH:6]1[O:10][B:9]([OH:11])[C:8]2[CH:12]=[C:13]([O:17][C:18]3[CH:23]=[CH:22][N:21]=[C:20]([NH:24][CH2:25][C:26]4[CH:31]=[C:30]([O:32][CH3:33])[CH:29]=[CH:28][C:27]=4[O:34][CH3:35])[N:19]=3)[CH:14]=[C:15]([CH3:16])[C:7]1=2)C.[OH-].[Li+]. The catalyst is C1COCC1.O. The product is [CH3:35][O:34][C:27]1[CH:28]=[CH:29][C:30]([O:32][CH3:33])=[CH:31][C:26]=1[CH2:25][NH:24][C:20]1[N:19]=[C:18]([O:17][C:13]2[CH:14]=[C:15]([CH3:16])[C:7]3[CH:6]([CH2:5][C:4]([OH:36])=[O:3])[O:10][B:9]([OH:11])[C:8]=3[CH:12]=2)[CH:23]=[CH:22][N:21]=1. The yield is 0.970. (3) The reactants are Cl[C:2]1[CH:10]=[CH:9][CH:8]=[C:7]2[C:3]=1[CH:4]=[N:5][N:6]2[CH:11]1[CH2:16][CH2:15][CH2:14][CH2:13][O:12]1.CS(C)=O.[B:21]1([B:21]2[O:25][C:24]([CH3:27])([CH3:26])[C:23]([CH3:29])([CH3:28])[O:22]2)[O:25][C:24]([CH3:27])([CH3:26])[C:23]([CH3:29])([CH3:28])[O:22]1.C([O-])(=O)C.[K+]. The catalyst is Cl[Pd](Cl)([P](C1C=CC=CC=1)(C1C=CC=CC=1)C1C=CC=CC=1)[P](C1C=CC=CC=1)(C1C=CC=CC=1)C1C=CC=CC=1.C1(P(C2CCCCC2)C2CCCCC2)CCCCC1.CCOC(C)=O. The product is [O:12]1[CH2:13][CH2:14][CH2:15][CH2:16][CH:11]1[N:6]1[C:7]2[C:3](=[C:2]([B:21]3[O:25][C:24]([CH3:27])([CH3:26])[C:23]([CH3:29])([CH3:28])[O:22]3)[CH:10]=[CH:9][CH:8]=2)[CH:4]=[N:5]1. The yield is 1.00. (4) The reactants are [CH2:1]1[CH:10]2[N:5]([CH2:6][CH2:7][CH2:8][CH2:9]2)[CH2:4][CH:3]([CH2:11][OH:12])[CH2:2]1.C(N(CC)CC)C.[CH3:20][S:21](Cl)(=[O:23])=[O:22]. The catalyst is ClCCl. The product is [CH3:20][S:21]([O:12][CH2:11][CH:3]1[CH2:4][N:5]2[CH:10]([CH2:9][CH2:8][CH2:7][CH2:6]2)[CH2:1][CH2:2]1)(=[O:23])=[O:22]. The yield is 0.910. (5) The reactants are [Cl:1][C:2]1[C:10]([F:11])=[CH:9][CH:8]=[C:7]2[C:3]=1[CH2:4][CH2:5][C@@H:6]2[OH:12].[CH3:13][O:14][C:15](=[O:27])[CH2:16][C@H:17]1[C:21]2[CH:22]=[CH:23][C:24](O)=[CH:25][C:20]=2[O:19][CH2:18]1. No catalyst specified. The product is [CH3:13][O:14][C:15](=[O:27])[CH2:16][C@H:17]1[C:21]2[CH:22]=[CH:23][C:24]([O:12][C@H:6]3[C:7]4[C:3](=[C:2]([Cl:1])[C:10]([F:11])=[CH:9][CH:8]=4)[CH2:4][CH2:5]3)=[CH:25][C:20]=2[O:19][CH2:18]1. The yield is 0.530.